This data is from Reaction yield outcomes from USPTO patents with 853,638 reactions. The task is: Predict the reaction yield, written as a fraction of the theoretical maximum amount of product (1.0 means a 100% yield; for example, 0.34 means a 34% yield). (1) The reactants are [H-].[Al+3].[Li+].[H-].[H-].[H-].[Cl:7][C:8]1[CH:9]=[C:10]([C:14]2[O:18][N:17]=[C:16]([C:19](OCC)=[O:20])[CH:15]=2)[CH:11]=[CH:12][CH:13]=1. The catalyst is C1COCC1. The product is [Cl:7][C:8]1[CH:9]=[C:10]([C:14]2[O:18][N:17]=[C:16]([CH2:19][OH:20])[CH:15]=2)[CH:11]=[CH:12][CH:13]=1. The yield is 0.750. (2) The reactants are C([O:3][C:4](=O)[CH:5]=[C:6]1[CH2:9][CH:8]([C:10]2[CH:15]=[CH:14][CH:13]=[C:12]([Br:16])[CH:11]=2)[CH2:7]1)C.[BH4-].[Na+]. No catalyst specified. The product is [Br:16][C:12]1[CH:11]=[C:10]([CH:8]2[CH2:7][CH:6]([CH2:5][CH2:4][OH:3])[CH2:9]2)[CH:15]=[CH:14][CH:13]=1. The yield is 0.520. (3) The reactants are [C:1]([C:5]1[CH:9]=[C:8]([NH:10][C:11]([NH:13][C:14]2[CH:19]=[CH:18][C:17]([F:20])=[CH:16][CH:15]=2)=[O:12])[N:7]([C:21]2[CH:22]=[C:23]([CH:29]=[CH:30][CH:31]=2)[C:24](OCC)=O)[N:6]=1)([CH3:4])([CH3:3])[CH3:2].S(Cl)([Cl:34])=O.O. The catalyst is C(Cl)(Cl)Cl. The product is [C:1]([C:5]1[CH:9]=[C:8]([NH:10][C:11]([NH:13][C:14]2[CH:19]=[CH:18][C:17]([F:20])=[CH:16][CH:15]=2)=[O:12])[N:7]([C:21]2[CH:31]=[CH:30][CH:29]=[C:23]([CH2:24][Cl:34])[CH:22]=2)[N:6]=1)([CH3:4])([CH3:3])[CH3:2]. The yield is 0.960. (4) The reactants are Cl[C:2]1[N:3]=[C:4]([N:14]2[CH2:19][CH2:18][O:17][CH2:16][C@@H:15]2[CH3:20])[C:5]2[CH:10]([CH3:11])[S:9](=[O:13])(=[O:12])[CH2:8][C:6]=2[N:7]=1.[CH:21]1([NH:24][C:25]([NH:27][C:28]2[CH:33]=[CH:32][C:31](B3OC(C)(C)C(C)(C)O3)=[CH:30][CH:29]=2)=[O:26])[CH2:23][CH2:22]1.C(=O)([O-])[O-].[Na+].[Na+].O. The catalyst is COCCOC.O.C1C=CC(P(C2C=CC=CC=2)[C-]2C=CC=C2)=CC=1.C1C=CC(P(C2C=CC=CC=2)[C-]2C=CC=C2)=CC=1.Cl[Pd]Cl.[Fe+2]. The product is [CH:21]1([NH:24][C:25]([NH:27][C:28]2[CH:33]=[CH:32][C:31]([C:2]3[N:3]=[C:4]([N:14]4[CH2:19][CH2:18][O:17][CH2:16][C@@H:15]4[CH3:20])[C:5]4[CH:10]([CH3:11])[S:9](=[O:13])(=[O:12])[CH2:8][C:6]=4[N:7]=3)=[CH:30][CH:29]=2)=[O:26])[CH2:23][CH2:22]1. The yield is 0.210. (5) The reactants are [CH3:1][C:2]1[S:6][C:5]([CH2:7][CH2:8][C:9]([O:11]CC)=[O:10])=[N:4][CH:3]=1.[OH-].[Li+]. The catalyst is C1COCC1.O. The product is [CH3:1][C:2]1[S:6][C:5]([CH2:7][CH2:8][C:9]([OH:11])=[O:10])=[N:4][CH:3]=1. The yield is 0.877.